Predict which catalyst facilitates the given reaction. From a dataset of Catalyst prediction with 721,799 reactions and 888 catalyst types from USPTO. (1) The catalyst class is: 4. Reactant: [NH2:1][C:2]1[CH:7]=[C:6]([OH:8])[C:5]([CH3:9])=[CH:4][CH:3]=1.[CH:10]([C:13]1[CH:14]=[CH:15][C:16]2[C:21]([NH:22][C:23]3[CH:24]=[C:25]([CH:29]=[CH:30][C:31]=3[S:32][C:33]3[CH:38]=[CH:37][C:36]([O:39][CH3:40])=[CH:35][CH:34]=3)[C:26](Cl)=[O:27])=[N:20][CH:19]=[N:18][C:17]=2[N:41]=1)([CH3:12])[CH3:11].C(N(CC)CC)C. Product: [OH:8][C:6]1[CH:7]=[C:2]([NH:1][C:26](=[O:27])[C:25]2[CH:29]=[CH:30][C:31]([S:32][C:33]3[CH:34]=[CH:35][C:36]([O:39][CH3:40])=[CH:37][CH:38]=3)=[C:23]([NH:22][C:21]3[C:16]4[CH:15]=[CH:14][C:13]([CH:10]([CH3:11])[CH3:12])=[N:41][C:17]=4[N:18]=[CH:19][N:20]=3)[CH:24]=2)[CH:3]=[CH:4][C:5]=1[CH3:9]. (2) Reactant: C[O-].[Na+].[CH3:4][CH:5]([SH:7])[CH3:6].[N+:8]([C:11]1[CH:12]=[C:13]([CH:16]=[CH:17][CH:18]=1)[CH2:14]Cl)([O-:10])=[O:9]. Product: [N+:8]([C:11]1[CH:18]=[CH:17][CH:16]=[C:13]([CH2:14][S:7][CH:5]([CH3:6])[CH3:4])[CH:12]=1)([O-:10])=[O:9]. The catalyst class is: 5.